Dataset: Full USPTO retrosynthesis dataset with 1.9M reactions from patents (1976-2016). Task: Predict the reactants needed to synthesize the given product. (1) Given the product [CH3:18][O:19][C:20](=[O:36])[C:21]1[CH:26]=[C:25]([S:27](=[O:32])(=[O:33])[NH:28][CH2:29][CH2:30][O:15][C:12]2[CH:11]=[CH:10][C:9]([C:8]([F:16])([F:17])[F:7])=[CH:14][CH:13]=2)[CH:24]=[C:23]([CH3:34])[C:22]=1[CH3:35], predict the reactants needed to synthesize it. The reactants are: CC(C)([O-])C.[Na+].[F:7][C:8]([F:17])([F:16])[C:9]1[CH:14]=[CH:13][C:12]([OH:15])=[CH:11][CH:10]=1.[CH3:18][O:19][C:20](=[O:36])[C:21]1[CH:26]=[C:25]([S:27](=[O:33])(=[O:32])[NH:28][CH2:29][CH2:30]Br)[CH:24]=[C:23]([CH3:34])[C:22]=1[CH3:35]. (2) Given the product [Br:1][CH2:2][CH2:3][CH2:4][CH2:5][C:6]([NH:23][C:22]1[CH:24]=[CH:25][C:19]([I:18])=[CH:20][CH:21]=1)=[O:8], predict the reactants needed to synthesize it. The reactants are: [Br:1][CH2:2][CH2:3][CH2:4][CH2:5][C:6]([OH:8])=O.S(Cl)(Cl)=O.CN(C)C=O.[I:18][C:19]1[CH:25]=[CH:24][C:22]([NH2:23])=[CH:21][CH:20]=1. (3) Given the product [Cl:1][C:2]1[CH:7]=[CH:6][C:5]([C:8]2[CH:9]=[C:10]3[C:16]([C:17]([C:19]4[C:20]([F:33])=[C:21]([NH:26][S:27]([CH2:30][CH2:31][CH3:32])(=[O:28])=[O:29])[CH:22]=[CH:23][C:24]=4[F:25])=[O:18])=[CH:15][NH:14][C:11]3=[N:12][CH:13]=2)=[CH:4][CH:3]=1, predict the reactants needed to synthesize it. The reactants are: [Cl:1][C:2]1[CH:7]=[CH:6][C:5]([C:8]2[CH:9]=[C:10]3[C:16]([C:17]([C:19]4[C:20]([F:33])=[C:21]([NH:26][S:27]([CH2:30][CH2:31][CH3:32])(=[O:29])=[O:28])[CH:22]=[CH:23][C:24]=4[F:25])=[O:18])=[CH:15][N:14](C(=O)C4C(Cl)=CC=CC=4Cl)[C:11]3=[N:12][CH:13]=2)=[CH:4][CH:3]=1.C1COCC1.N. (4) Given the product [Cl:23][C:17]1[CH:18]=[C:19]([Cl:22])[CH:20]=[CH:21][C:16]=1[C:14]1[CH:15]=[C:10]([CH2:9][O:8][C:5]([CH3:7])([CH3:6])[C:4]([OH:35])=[O:3])[C:11]([CH3:34])=[N:12][C:13]=1[C:24]1[CH:25]=[CH:26][C:27]([C:30]([F:32])([F:33])[F:31])=[CH:28][CH:29]=1, predict the reactants needed to synthesize it. The reactants are: C([O:3][C:4](=[O:35])[C:5]([O:8][CH2:9][C:10]1[C:11]([CH3:34])=[N:12][C:13]([C:24]2[CH:29]=[CH:28][C:27]([C:30]([F:33])([F:32])[F:31])=[CH:26][CH:25]=2)=[C:14]([C:16]2[CH:21]=[CH:20][C:19]([Cl:22])=[CH:18][C:17]=2[Cl:23])[CH:15]=1)([CH3:7])[CH3:6])C.[Li+].[OH-].Cl. (5) Given the product [CH3:11][C:12]1([CH3:23])[O:16][C@H:15]([CH:17]=[O:18])[C@H:14]([CH:19]=[C:20]([CH3:22])[CH3:21])[O:13]1, predict the reactants needed to synthesize it. The reactants are: C(Cl)(=O)C(Cl)=O.CS(C)=O.[CH3:11][C:12]1([CH3:23])[O:16][C@H:15]([CH2:17][OH:18])[C@H:14]([CH:19]=[C:20]([CH3:22])[CH3:21])[O:13]1.C(N(CC)CC)C. (6) Given the product [Br:1][C:2]1[C:3]([O:19][CH3:20])=[CH:4][C:5]([C:10]2[N:11]=[C:12]([C:24](=[O:40])[CH:25]([O:38][CH3:39])[C:26]3[CH:27]=[CH:28][C:29]([N:32]4[CH2:33][CH2:34][O:35][CH2:36][CH2:37]4)=[CH:30][CH:31]=3)[O:13][C:14]=2[C:15]([F:16])([F:17])[F:18])=[CH:6][C:7]=1[O:8][CH3:9], predict the reactants needed to synthesize it. The reactants are: [Br:1][C:2]1[C:7]([O:8][CH3:9])=[CH:6][C:5]([C:10]2[N:11]=[CH:12][O:13][C:14]=2[C:15]([F:18])([F:17])[F:16])=[CH:4][C:3]=1[O:19][CH3:20].CON(C)[C:24](=[O:40])[CH:25]([O:38][CH3:39])[C:26]1[CH:31]=[CH:30][C:29]([N:32]2[CH2:37][CH2:36][O:35][CH2:34][CH2:33]2)=[CH:28][CH:27]=1. (7) Given the product [OH:34]/[N:33]=[C:16](/[C:18]1[CH:23]=[CH:22][N:21]=[C:20]([CH3:24])[CH:19]=1)\[CH2:15][C@H:14]([C:11]1[CH:10]=[CH:9][C:8]([CH:6]2[CH2:5][N:4]([C:1](=[O:3])[CH3:2])[CH2:7]2)=[CH:13][CH:12]=1)[C:25]1[CH:30]=[CH:29][CH:28]=[CH:27][C:26]=1[CH3:31], predict the reactants needed to synthesize it. The reactants are: [C:1]([N:4]1[CH2:7][CH:6]([C:8]2[CH:13]=[CH:12][C:11]([C@H:14]([C:25]3[CH:30]=[CH:29][CH:28]=[CH:27][C:26]=3[CH3:31])[CH2:15][C:16]([C:18]3[CH:23]=[CH:22][N:21]=[C:20]([CH3:24])[CH:19]=3)=O)=[CH:10][CH:9]=2)[CH2:5]1)(=[O:3])[CH3:2].Cl.[NH2:33][OH:34].C(=O)([O-])O.[Na+]. (8) Given the product [CH3:14][O:13][C:9]1[C:8](=[O:15])[C:7]([CH3:17])=[C:4]([CH2:5][C:19]2[CH:20]=[CH:21][C:22]([CH2:25][CH2:32][C:36]([OH:31])=[O:35])=[CH:23][CH:24]=2)[C:3](=[O:2])[C:10]=1[O:11][CH3:12], predict the reactants needed to synthesize it. The reactants are: C[O:2][C:3]1[C:10]([O:11][CH3:12])=[C:9]([O:13][CH3:14])[C:8]([O:15]C)=[C:7]([CH3:17])[C:4]=1[CH:5]=O.Br[C:19]1[CH:24]=[CH:23][C:22]([CH:25]2OCCO2)=[CH:21][CH:20]=1.[Mg].[OH2:31].[CH2:32]1[CH2:36][O:35]CC1.